The task is: Predict the product of the given reaction.. This data is from Forward reaction prediction with 1.9M reactions from USPTO patents (1976-2016). (1) The product is: [C:10]1([CH:16]([C:17]2[NH:25][C:20]3=[CH:21][N:22]=[CH:23][CH:24]=[C:19]3[CH:18]=2)[NH:26][C:1](=[O:9])[C:2]2[CH:3]=[CH:4][CH:5]=[CH:6][CH:7]=2)[CH:11]=[CH:12][CH:13]=[CH:14][CH:15]=1. Given the reactants [C:1]([OH:9])(=O)[C:2]1[CH:7]=[CH:6][CH:5]=[CH:4][CH:3]=1.[C:10]1([CH:16]([NH2:26])[C:17]2[NH:25][C:20]3=[CH:21][N:22]=[CH:23][CH:24]=[C:19]3[CH:18]=2)[CH:15]=[CH:14][CH:13]=[CH:12][CH:11]=1, predict the reaction product. (2) Given the reactants [CH:1]1([NH:4][C:5](=[O:26])[C:6]2[CH:11]=[CH:10][C:9]([CH3:12])=[C:8]([N:13]3[C:22](=[O:23])[C:21]4[C:16](=[CH:17][CH:18]=[C:19]([O:24]C)[CH:20]=4)[N:15]=[CH:14]3)[CH:7]=2)[CH2:3][CH2:2]1.B(Br)(Br)Br, predict the reaction product. The product is: [CH:1]1([NH:4][C:5](=[O:26])[C:6]2[CH:11]=[CH:10][C:9]([CH3:12])=[C:8]([N:13]3[C:22](=[O:23])[C:21]4[C:16](=[CH:17][CH:18]=[C:19]([OH:24])[CH:20]=4)[N:15]=[CH:14]3)[CH:7]=2)[CH2:3][CH2:2]1. (3) Given the reactants [CH2:1]([O:3][C:4](=[O:23])[C:5]([C:7]1[C:8]([CH3:22])=[N:9][C:10]2[N:11]([N:14]=[C:15]([C:17]([O:19][CH2:20][CH3:21])=[O:18])[CH:16]=2)[C:12]=1[Cl:13])=[O:6])[CH3:2].CB1N2CCC[C@@H]2C(C2C=CC=CC=2)(C2C=CC=CC=2)O1.C1(C)C=CC=CC=1.C([O-])([O-])=O.[Na+].[Na+], predict the reaction product. The product is: [Cl:13][C:12]1[N:11]2[N:14]=[C:15]([C:17]([O:19][CH2:20][CH3:21])=[O:18])[CH:16]=[C:10]2[N:9]=[C:8]([CH3:22])[C:7]=1[C@H:5]([OH:6])[C:4]([O:3][CH2:1][CH3:2])=[O:23]. (4) Given the reactants C(O)C.C(O[C:7](=[O:37])/[C:8](=[CH:22]/[C:23]1[CH:28]=[CH:27][C:26]([N:29]2[CH:33]=[C:32]([CH3:34])[N:31]=[CH:30]2)=[C:25]([O:35][CH3:36])[CH:24]=1)/[CH2:9][CH2:10][CH2:11][CH2:12][NH:13][CH2:14][C:15]1[CH:20]=[CH:19][CH:18]=[C:17]([F:21])[CH:16]=1)C.[OH-].[Na+].Cl, predict the reaction product. The product is: [F:21][C:17]1[CH:16]=[C:15]([CH:20]=[CH:19][CH:18]=1)[CH2:14][N:13]1[CH2:12][CH2:11][CH2:10][CH2:9]/[C:8](=[CH:22]\[C:23]2[CH:28]=[CH:27][C:26]([N:29]3[CH:33]=[C:32]([CH3:34])[N:31]=[CH:30]3)=[C:25]([O:35][CH3:36])[CH:24]=2)/[C:7]1=[O:37]. (5) Given the reactants [Br:1][C:2]1[CH:3]=[C:4]([CH:7]=[C:8]([O:12][CH3:13])[C:9]=1[O:10][CH3:11])[CH:5]=O.[CH3:14][C@@H:15]([NH2:22])[C:16]1[CH:21]=[CH:20][CH:19]=[CH:18][CH:17]=1.CC(O)=O.[BH3-]C#N.[Na+], predict the reaction product. The product is: [C:16]1([C@H:15]([NH:22][CH2:5][C:4]2[CH:7]=[C:8]([O:12][CH3:13])[C:9]([O:10][CH3:11])=[C:2]([Br:1])[CH:3]=2)[CH3:14])[CH:21]=[CH:20][CH:19]=[CH:18][CH:17]=1. (6) Given the reactants [CH3:1][O:2][C:3]1[CH:8]=[C:7]([O:9][CH3:10])[CH:6]=[CH:5][C:4]=1[NH:11][C:12](=[NH:23])[CH2:13][C:14]([C:16]1[CH:21]=[CH:20][C:19]([F:22])=[CH:18][CH:17]=1)=[O:15].[C:24](OC)(=[O:27])[C:25]#[CH:26], predict the reaction product. The product is: [NH2:23][C:12]1[N:11]([C:4]2[CH:5]=[CH:6][C:7]([O:9][CH3:10])=[CH:8][C:3]=2[O:2][CH3:1])[C:24](=[O:27])[CH:25]=[CH:26][C:13]=1[C:14](=[O:15])[C:16]1[CH:17]=[CH:18][C:19]([F:22])=[CH:20][CH:21]=1. (7) Given the reactants [NH2:1][C:2]1[CH:6]=[CH:5][S:4][C:3]=1[C:7]([O:9]C)=O.[NH2:11][C:12](N)=[O:13], predict the reaction product. The product is: [N:1]1[C:2]2[CH:6]=[CH:5][S:4][C:3]=2[C:7]([OH:9])=[N:11][C:12]=1[OH:13]. (8) The product is: [NH:2]1[C:6]([C:7]([NH:10][S:11]([C:14]2[CH:15]=[CH:16][C:17]([C:20]3[CH:25]=[CH:24][CH:23]=[C:22]([CH2:26][NH:27][CH2:37][C:38]4[CH:43]=[CH:42][CH:41]=[CH:40][CH:39]=4)[CH:21]=3)=[CH:18][CH:19]=2)(=[O:13])=[O:12])([CH3:9])[CH3:8])=[CH:5][N:4]=[N:3]1. Given the reactants Cl.[NH:2]1[C:6]([C:7]([NH:10][S:11]([C:14]2[CH:19]=[CH:18][C:17]([C:20]3[CH:25]=[CH:24][CH:23]=[C:22]([CH2:26][NH2:27])[CH:21]=3)=[CH:16][CH:15]=2)(=[O:13])=[O:12])([CH3:9])[CH3:8])=[CH:5][N:4]=[N:3]1.CCN(C(C)C)C(C)C.[CH:37](=O)[C:38]1[CH:43]=[CH:42][CH:41]=[CH:40][CH:39]=1.[BH-](OC(C)=O)(OC(C)=O)OC(C)=O.[Na+].CC(O)=O, predict the reaction product.